This data is from Full USPTO retrosynthesis dataset with 1.9M reactions from patents (1976-2016). The task is: Predict the reactants needed to synthesize the given product. (1) Given the product [N:19]1[NH:20][N:21]=[N:22][C:18]=1[C:15]1[CH:16]=[CH:17][C:12]([C:9]2[N:8]([C:23]3[CH:28]=[CH:27][C:26]([C:29]([OH:34])=[O:31])=[CH:25][C:24]=3[CH3:32])[C:7]([CH2:6][CH2:5][C:4]([OH:3])=[O:33])=[CH:11][CH:10]=2)=[CH:13][CH:14]=1, predict the reactants needed to synthesize it. The reactants are: C([O:3][C:4](=[O:33])[CH2:5][CH2:6][C:7]1[N:8]([C:23]2[CH:28]=[CH:27][C:26]([C:29](=[O:31])N)=[CH:25][C:24]=2[CH3:32])[C:9]([C:12]2[CH:17]=[CH:16][C:15]([C:18]3[N:19]=[N:20][NH:21][N:22]=3)=[CH:14][CH:13]=2)=[CH:10][CH:11]=1)C.[OH-:34].[Na+]. (2) Given the product [Cl:18][C:19]1[CH:20]=[C:21]2[C:25](=[CH:26][CH:27]=1)[NH:24][CH:23]=[C:22]2[CH2:28][CH2:29][NH:30][C:12]([C:8]1[C:7]([C:1]2[CH:2]=[CH:3][CH:4]=[CH:5][CH:6]=2)=[CH:11][O:10][N:9]=1)=[O:14], predict the reactants needed to synthesize it. The reactants are: [C:1]1([C:7]2[C:8]([C:12]([O:14]CC)=O)=[N:9][O:10][CH:11]=2)[CH:6]=[CH:5][CH:4]=[CH:3][CH:2]=1.Cl.[Cl:18][C:19]1[CH:20]=[C:21]2[C:25](=[CH:26][CH:27]=1)[NH:24][CH:23]=[C:22]2[CH2:28][CH2:29][NH2:30].CN(C(ON1N=NC2C=CC=NC1=2)=[N+](C)C)C.F[P-](F)(F)(F)(F)F.C(N(CC)C(C)C)(C)C. (3) The reactants are: C(O)(C(F)(F)F)=O.[Cl:8][C:9]1[CH:14]=[CH:13][C:12]([C:15]2[CH:20]=[CH:19][C:18]([O:21][CH2:22][C:23]([O:25]C(C)(C)C)=[O:24])=[CH:17][CH:16]=2)=[CH:11][CH:10]=1. Given the product [Cl:8][C:9]1[CH:10]=[CH:11][C:12]([C:15]2[CH:20]=[CH:19][C:18]([O:21][CH2:22][C:23]([OH:25])=[O:24])=[CH:17][CH:16]=2)=[CH:13][CH:14]=1, predict the reactants needed to synthesize it. (4) Given the product [C:33]([C:31]1[CH:32]=[C:27]([CH2:26][CH2:25][C:23]2[CH:22]=[C:19]([CH:18]=[C:17]([CH2:16][CH2:15][C:7]3[CH:8]=[C:9]([C:11]([CH3:14])([CH3:13])[CH3:12])[CH:10]=[C:5]([C:1]([CH3:4])([CH3:3])[CH3:2])[CH:6]=3)[CH:24]=2)[CH:20]=[O:21])[CH:28]=[C:29]([C:37]([CH3:38])([CH3:39])[CH3:40])[CH:30]=1)([CH3:34])([CH3:35])[CH3:36], predict the reactants needed to synthesize it. The reactants are: [C:1]([C:5]1[CH:6]=[C:7]([CH2:15][CH2:16][C:17]2[CH:18]=[C:19]([CH:22]=[C:23]([CH2:25][CH2:26][C:27]3[CH:32]=[C:31]([C:33]([CH3:36])([CH3:35])[CH3:34])[CH:30]=[C:29]([C:37]([CH3:40])([CH3:39])[CH3:38])[CH:28]=3)[CH:24]=2)[CH2:20][OH:21])[CH:8]=[C:9]([C:11]([CH3:14])([CH3:13])[CH3:12])[CH:10]=1)([CH3:4])([CH3:3])[CH3:2].[Cr](Cl)([O-])(=O)=O.[NH+]1C=CC=CC=1. (5) Given the product [CH2:1]([N:3]([CH2:26][C:27]1[CH:32]=[CH:31][CH:30]=[CH:29][C:28]=1[F:33])[C:4](=[O:25])[CH2:5][CH2:6][C:7]1[CH:24]=[CH:23][C:10]([O:11][CH2:12][C:13]2[CH:22]=[CH:21][CH:20]=[CH:19][C:14]=2[C:15]([OH:17])=[O:16])=[CH:9][CH:8]=1)[CH3:2], predict the reactants needed to synthesize it. The reactants are: [CH2:1]([N:3]([CH2:26][C:27]1[CH:32]=[CH:31][CH:30]=[CH:29][C:28]=1[F:33])[C:4](=[O:25])[CH2:5][CH2:6][C:7]1[CH:24]=[CH:23][C:10]([O:11][CH2:12][C:13]2[CH:22]=[CH:21][CH:20]=[CH:19][C:14]=2[C:15]([O:17]C)=[O:16])=[CH:9][CH:8]=1)[CH3:2].[OH-].[K+].